From a dataset of Drug-target binding data from BindingDB using Ki measurements. Regression. Given a target protein amino acid sequence and a drug SMILES string, predict the binding affinity score between them. We predict pKi (pKi = -log10(Ki in M); higher means stronger inhibition). Dataset: bindingdb_ki. (1) The drug is CC(C)([NH3+])C(=O)[O-]. The target protein (Q00985) has sequence MATFPVVDLSLVNGEERAATLEKINDACENWGFFELVNHGMSTELLDTVEKMTKDHYKKTMEQRFKEMVAAKGLDDVQSEIHDLDWESTFFLRHLPSSNISEIPDLEEEYRKTMKEFAVELEKLAEKLLDLLCENLGLEKGYLKKVFYGSKGPNFGTKVSNYPPCPKPDLIKGLRAHSDAGGIILLFQDDKVSGLQLLKDGEWVDVPPMHHSIVINLGDQIEVITNGKYKSVMHRVIAQSDGTRMSIASFYNPGNDSFISPAPAVLEKKTEDAPTYPKFVFDDYMKLYSGLKFQAKEPRFEAMKAKESTPVATA. The pKi is 3.8. (2) The small molecule is O=S(=O)(O)Oc1cccc2cccc(Nc3ccccc3)c12. The target protein (P02692) has sequence MNFSGKYQVQSQENFEPFMKAMGLPEDLIQKGKDIKGVSEIVHEGKKVKLTITYGSKVIHNEFTLGEECELETMTGEKVKAVVKMEGDNKMVTTFKGIKSVTEFNGDTITNTMTLGDIVYKRVSKRI. The pKi is 6.0. (3) The compound is C[C@H](CO)Nc1[nH]c(SCc2ccccc2)nc2nc(=O)sc1-2. The target protein (P49238) has sequence MDQFPESVTENFEYDDLAEACYIGDIVVFGTVFLSIFYSVIFAIGLVGNLLVVFALTNSKKPKSVTDIYLLNLALSDLLFVATLPFWTHYLINEKGLHNAMCKFTTAFFFIGFFGSIFFITVISIDRYLAIVLAANSMNNRTVQHGVTISLGVWAAAILVAAPQFMFTKQKENECLGDYPEVLQEIWPVLRNVETNFLGFLLPLLIMSYCYFRIIQTLFSCKNHKKAKAIKLILLVVIVFFLFWTPYNVMIFLETLKLYDFFPSCDMRKDLRLALSVTETVAFSHCCLNPLIYAFAGEKFRRYLYHLYGKCLAVLCGRSVHVDFSSSESQRSRHGSVLSSNFTYHTSDGDALLLL. The pKi is 4.5. (4) The drug is Cn1cc(C(=O)OCC2CCN(CCNS(C)(=O)=O)CC2)c2ccccc21. The target protein (P47937) has sequence MASVPTGENWTDGTAGVGSHTGNLSAALGITEWLALQAGNFSSALGLPVTSQAPSQVRANLTNQFVQPSWRIALWSLAYGLVVAVAVFGNLIVIWIILAHKRMRTVTNYFLVNLAFSDASVAAFNTLVNFIYGVHSEWYFGANYCRFQNFFPITAVFASIYSMTAIAVDRYMAIIDPLKPRLSATATKIVIGSIWILAFLLAFPQCLYSKIKVMPGRTLCYVQWPEGPKQHFTYHIIVIILVYCFPLLIMGVTYTIVGITLWGGEIPGDTCDKYHEQLKAKRKVVKMMIIVVVTFAICWLPYHVYFILTAIYQQLNRWKYIQQVYLASFWLAMSSTMYNPIIYCCLNKRFRAGFKRAFRWCPFIQVSSYDELELKTTRFHPTRQSSLYTVSRMESVTVLYDPSEGDPAKSSRKKRAVPRDPSANGCSHREFKSASTTSSFISSPYTSVDEYS. The pKi is 5.0. (5) The drug is Cn1nnnc1-c1ccc(OCc2cnn(C3CCN(C(=O)OC4(C)CC4)CC3)c2C#N)c(F)c1. The target protein (Q8TDV5) has sequence MESSFSFGVILAVLASLIIATNTLVAVAVLLLIHKNDGVSLCFTLNLAVADTLIGVAISGLLTDQLSSPSRPTQKTLCSLRMAFVTSSAAASVLTVMLITFDRYLAIKQPFRYLKIMSGFVAGACIAGLWLVSYLIGFLPLGIPMFQQTAYKGQCSFFAVFHPHFVLTLSCVGFFPAMLLFVFFYCDMLKIASMHSQQIRKMEHAGAMAGGYRSPRTPSDFKALRTVSVLIGSFALSWTPFLITGIVQVACQECHLYLVLERYLWLLGVGNSLLNPLIYAYWQKEVRLQLYHMALGVKKVLTSFLLFLSARNCGPERPRESSCHIVTISSSEFDG. The pKi is 7.0. (6) The drug is NCCc1c[nH]c2ccc(O)cc12. The target is MLLARMKPQVQPELGGADQ. The pKi is 5.0. (7) The small molecule is O=C(NCCNC(=O)c1cc(O)c(O)c(O)c1)c1cc(O)c(O)c(O)c1. The target protein (Q99028) has sequence KERAMHVGRKKGQIVDTVVQEQRPSVLLELGAYCGYSAVRMARLLLPSARLLTIELNPDNAAIAQQVVDFAGLQDRVTVVVGASQDIIPQLKKKYDVDTLDMVFLDHWKDRYLPDTLLLEECGLLRKGTVLLADNVICPGAPDFLAHVRGCGRFECTHFSSYLEYSQMVDGLEKAVYKGPGSPAQP. The pKi is 3.9. (8) The compound is CC[C@H](C)[C@H](NC(=O)[C@H](Cc1ccc(O)cc1)NC(=O)[C@H](Cc1c[nH]cn1)NC(=O)[C@H](CCCN=C(N)N)NC(=O)[C@H](CC(C)C)NC(=O)[C@H](C)NC(=O)[C@H](CO)NC(=O)[C@H](Cc1ccc(O)cc1)NC(=O)[C@H](Cc1ccc(O)cc1)NC(=O)[C@H](CCCN=C(N)N)NC(=O)[C@H](C)NC(=O)[C@H](CCSC)NC(=O)[C@H](CC(=O)O)NC(=O)[C@H](CCC(=O)O)NC(=O)[C@H](C)NC(=O)[C@@H]1CCCN1C(=O)[C@H](C)NC(=O)[C@H](CC(=O)O)NC(=O)[C@H](CCC(=O)O)NC(=O)CNC(=O)[C@@H]1CCCN1C(=O)[C@H](CC(N)=O)NC(=O)[C@H](CC(=O)O)NC(=O)[C@@H]1CCCN1C(=O)[C@H](CCCCN)NC(=O)[C@H](CO)NC(=O)[C@@H]1CCCN1C(=O)[C@@H](N)Cc1ccc(O)cc1)C(=O)N[C@@H](CC(N)=O)C(=O)N[C@@H](CC(C)C)C(=O)N[C@H](C(=O)N[C@H](CC1CNc2ccccc21)C(=O)N[C@@H](CCCN=C(N)N)C(=O)N[C@@H](CCC(N)=O)C(=O)N[C@@H](CCCN=C(N)N)C(=O)N[C@@H](Cc1ccc(O)cc1)C(N)=O)[C@@H](C)CC. The target protein (Q63447) has sequence MNTSHLMASLSPAFLQGKNGTNPLDSLYNLSDGCQDSADLLAFIITTYSVETVLGVLGNLCLIFVTTRQKEKSNVTNLLIANLAFSDFLMCLICQPLTVTYTIMDYWIFGEVLCKMLTFIQCMSVTVSILSLVLVALERHQLIINPTGWKPSISQAYLGIVVIWFISCFLSLPFLANSILNDLFHYNHSKVVEFLEDKVVCFVSWSSDHHRLIYTTFLLLFQYCVPLAFILVCYMRIYQRLQRQRRAFHTHTCSSRVGQMKRINGMLMAMVTAFAVLWLPLHVFNTLEDWYQEAIPACHGNLIFLMCHLFAMASTCVNPFIYGFLNINFKKDIKALVLTCRCRPPQGEPEPLPLSTVHTDLSKGSMRMGSKSNVM. The pKi is 7.2. (9) The small molecule is Cc1cc(N)nc(CCc2cncc(CCCN(C)C)c2)c1. The target protein sequence is MEENTFGVQQIQPNVISVRLFKRKVGGLGFLVKERVSKPPVIISDLIRGGAAEQSGLIQAGDIILAVNDRPLVDLSYDSALEVLRGIASETHVVLILRGPEGFTTHLETTFTGDGTPKTIRVTQPLGPPTKAVDLSHQPSASKDQSLAVDRVTGLGNGPQHAQGHGQGAGSVSQANGVAIDPTMKSTKANLQDIGEHDELLKEIEPVLSILNSGSKATNRGGPAKAEMKDTGIQVDRDLDGKSHKAPPLGGDNDRVFNDLWGKDNVPVVLNNPYSEKEQSPTSGKQSPTKNGSPSRCPRFLKVKNWETDVVLTDTLHLKSTLETGCTEHICMGSIVLPSQHTRKPEDVRTKDQLFPLAKEFLDQYYSSIKRFGSKAHMDRLEEVNKEIESTSTYQLKDTELIYGAKHAWRNASRCVGRIQWSKLQVFDARDCTTAHGMFNYICNHVKYATNKGNLRSAITIFPQRTDGKHDFRVWNSQLIRYAGYKQPDGSTLGDPANVQ.... The pKi is 7.0.